Dataset: Peptide-MHC class I binding affinity with 185,985 pairs from IEDB/IMGT. Task: Regression. Given a peptide amino acid sequence and an MHC pseudo amino acid sequence, predict their binding affinity value. This is MHC class I binding data. (1) The peptide sequence is IVSHLRASTT. The MHC is HLA-A68:02 with pseudo-sequence HLA-A68:02. The binding affinity (normalized) is 0. (2) The peptide sequence is RSWQPPQPR. The MHC is HLA-A31:01 with pseudo-sequence HLA-A31:01. The binding affinity (normalized) is 0.671.